This data is from NCI-60 drug combinations with 297,098 pairs across 59 cell lines. The task is: Regression. Given two drug SMILES strings and cell line genomic features, predict the synergy score measuring deviation from expected non-interaction effect. (1) Drug 2: CCN(CC)CCNC(=O)C1=C(NC(=C1C)C=C2C3=C(C=CC(=C3)F)NC2=O)C. Cell line: K-562. Synergy scores: CSS=7.64, Synergy_ZIP=-7.34, Synergy_Bliss=-2.93, Synergy_Loewe=-4.76, Synergy_HSA=-4.35. Drug 1: C1=CC(=CC=C1CCCC(=O)O)N(CCCl)CCCl. (2) Drug 1: CCC(=C(C1=CC=CC=C1)C2=CC=C(C=C2)OCCN(C)C)C3=CC=CC=C3.C(C(=O)O)C(CC(=O)O)(C(=O)O)O. Drug 2: COCCOC1=C(C=C2C(=C1)C(=NC=N2)NC3=CC=CC(=C3)C#C)OCCOC.Cl. Cell line: MALME-3M. Synergy scores: CSS=5.26, Synergy_ZIP=4.17, Synergy_Bliss=-0.0263, Synergy_Loewe=1.59, Synergy_HSA=0.574. (3) Drug 1: CC1C(C(CC(O1)OC2CC(OC(C2O)C)OC3=CC4=CC5=C(C(=O)C(C(C5)C(C(=O)C(C(C)O)O)OC)OC6CC(C(C(O6)C)O)OC7CC(C(C(O7)C)O)OC8CC(C(C(O8)C)O)(C)O)C(=C4C(=C3C)O)O)O)O. Drug 2: CC1CCC2CC(C(=CC=CC=CC(CC(C(=O)C(C(C(=CC(C(=O)CC(OC(=O)C3CCCCN3C(=O)C(=O)C1(O2)O)C(C)CC4CCC(C(C4)OC)O)C)C)O)OC)C)C)C)OC. Synergy scores: CSS=26.6, Synergy_ZIP=0.0546, Synergy_Bliss=2.44, Synergy_Loewe=3.34, Synergy_HSA=2.49. Cell line: OVCAR3. (4) Drug 1: CCC1=CC2CC(C3=C(CN(C2)C1)C4=CC=CC=C4N3)(C5=C(C=C6C(=C5)C78CCN9C7C(C=CC9)(C(C(C8N6C)(C(=O)OC)O)OC(=O)C)CC)OC)C(=O)OC.C(C(C(=O)O)O)(C(=O)O)O. Drug 2: CC(C)(C#N)C1=CC(=CC(=C1)CN2C=NC=N2)C(C)(C)C#N. Cell line: KM12. Synergy scores: CSS=50.6, Synergy_ZIP=-2.37, Synergy_Bliss=-2.88, Synergy_Loewe=-2.96, Synergy_HSA=-0.0973.